From a dataset of Drug-target binding data from BindingDB using Ki measurements. Regression. Given a target protein amino acid sequence and a drug SMILES string, predict the binding affinity score between them. We predict pKi (pKi = -log10(Ki in M); higher means stronger inhibition). Dataset: bindingdb_ki. (1) The small molecule is O=[N+]([O-])c1cccc2nsnc12. The target protein (P61076) has sequence MNNVISFIGNSSNKYFQINQLHFIRIINKNIHSKNNLINSNSSYNVFYNKYFIKNTFQNKNKLSSIYSKLNFSIKNMCKDKNEKKNYEHVNANEKNGYLASEKNELTKNKVEEHTYDYDYVVIGGGPGGMASAKEAAAHGARVLLFDYVKPSSQGTKWGIGGTCVNVGCVPKKLMHYAGHMGSIFKLDSKAYGWKFDNLKHDWKKLVTTVQSHIRSLNFSYMTGLRSSKVKYINGLAKLKDKNTVSYYLKGDLSKEETVTGKYILIATGCRPHIPDDVEGAKELSITSDDIFSLKKDPGKTLVVGASYVALECSGFLNSLGYDVTVAVRSIVLRGFDQQCAVKVKLYMEEQGVMFKNGILPKKLTKMDDKILVEFSDKTSELYDTVLYAIGRKGDIDGLNLESLNMNVNKSNNKIIADHLSCTNIPSIFAVGDVAENVPELAPVAIKAGEILARRLFKDSDEIMDYSYIPTSIYTPIEYGACGYSEEKAYELYGKSNVEV.... The pKi is 6.2. (2) The compound is CCCCNC(=O)Oc1ccc2ccccc2c1-c1c(O)ccc2ccccc12. The target protein (P30122) has sequence LGASRLGPSPGCLAVASAAKLGSVYTEGGFVEGVNKKLSLFGDSIDIFKGIPFAAAPKALEKPERHPGWQGTLKAKSFKKRCLQATLTQDSTYGNEDCLYLNIWVPQGRKEVSHDLPVMIWIYGGAFLMGASQGANFLSNYLYDGEEIATRGNVIVVTFNYRVGPLGFLSTGDSNLPGNYGLWDQHMAIAWVKRNIEAFGGDPDNITLFGESAGGASVSLQTLSPYNKGLIKRAISQSGVGLCPWAIQQDPLFWAKRIAEKVGCPVDDTSKMAGCLKITDPRALTLAYKLPLGSTEYPKLHYLSFVPVIDGDFIPDDPVNLYANAADVDYIAGTNDMDGHLFVGMDVPAINSNKQDVTEEDFYKLVSGLTVTKGLRGANATYEVYTEPWAQDSSQETRKKTMVDLETDILFLIPTKIAVAQHKSHAKSANTYTYLFSQPSRMPIYPKWMGADHADDLQYVFGKPFATPLGYRAQDRTVSKAMIAYWTNFARTGDPNTGHS.... The pKi is 6.1. (3) The compound is CC(C)(C)NC(=O)[C@@H]1CN(Cc2cccnc2)CCN1C[C@@H](O)C[C@@H](Cc1ccccc1)C(=O)N[C@H]1c2ccccc2C[C@H]1O. The target protein sequence is PQVTLWQRPLVTIKIGGQLKEALLDTGADDTVLEEMSLPGRWKPKMIGGLGGFIKVRQYDQILIEICGHKAIGTVLVGPTPVNIIGRNLLTQIGCTLNF. The pKi is 9.4. (4) The small molecule is O=C(Oc1ccc2c3c(cccc13)C(=O)O2)c1ccc([N+](=O)[O-])cc1. The target protein (P13100) has sequence MVNAEEQQYLNLVQYIINHGEDRPDRTGTGTLSVFAPSPLKFSLRNKTFPLLTTKRVFIRGVIEELLWFIRGETDSLKLREKNIHIWDANGSREYLDSIGLTKRQEGDLGPIYGFQWRHFGAEYIDCKTNYIGQGVDQLANIIQKIRTSPYDRRLILSAWNPADLEKMALPPCHMFCQFYVHIPSNNHRPELSCQLYQRSCDMGLGVPFNIASYALLTCMIAHVCDLDPGDFIHVMGDCHIYKDHIEALQQQLTRSPRPFPTLSLNRSITDIEDFTLDDFNIQNYHPYETIKMKMSI. The pKi is 5.5. (5) The small molecule is CCC(C)C(NC(=O)C(Cc1ccc(O)cc1)NC(=O)C1CCCN1C(=O)C(CC(N)=O)NC(=O)C(N)CCCCN)C(=O)NC(CC(C)C)C(=O)O. The target protein (P70310) has sequence METSSLWPPRPSPSAGLSLEARLGVDTRLWAKVLFTALYSLIFALGTAGNALSVHVVLKARAGRPGRLRYHVLSLALSALLLLLISVPMELYNFVWSHYPWVFGDLGCRGYYFVRELCAYATVLSVASLSAERCLAVCQPLRARRLLTPRRTRRLLSLVWVASLGLALPMAVIMGQKHEMERADGEPEPASRVCTVLVSRATLQVFIQVNVLVSFVLPLALTAFLNGITVNHLVALYSQVPSASAQVNSIPSRLELLSEEGLLGFITWRKTLSLGVQASLVRHKDASQIRSLQHSAQVLRAIVAVYVICWLPYHARRLMYCYIPDDGWTDELYDFYHYFYMVTNTLFYVSSAVTPVLYNAVSSSFRKLFLESLSSLCGEQRSVVPLPQEAPESTTSTYSFRLWGSPRNPSLGEIQV. The pKi is 8.2. (6) The small molecule is CC(=O)c1cccc(N2C[C@@H](C(=O)N[C@@H](Cc3ccccc3)[C@H](O)CN(CC(C)C)S(=O)(=O)c3ccc(N)cc3)OC2=O)c1. The target protein sequence is PQITLWKRPLVTIRIGGQLKEALLDTGADDTVLEEMNLPGKWKPKMIGGIGGFIKVRQYDQIPIEICGHKAIGTVLVGPTPVNIIGRNLLTQIGCTLNF. The pKi is 9.9. (7) The small molecule is CN(CC(=O)[O-])C(=[NH2+])CP(=O)([O-])[O-]. The target protein (P06732) has sequence MPFGNTHNKFKLNYKPEEEYPDLSKHNNHMAKVLTLELYKKLRDKETPSGFTVDDVIQTGVDNPGHPFIMTVGCVAGDEESYEVFKELFDPIISDRHGGYKPTDKHKTDLNHENLKGGDDLDPNYVLSSRVRTGRSIKGYTLPPHCSRGERRAVEKLSVEALNSLTGEFKGKYYPLKSMTEKEQQQLIDDHFLFDKPVSPLLLASGMARDWPDARGIWHNDNKSFLVWVNEEDHLRVISMEKGGNMKEVFRRFCVGLQKIEEIFKKAGHPFMWNQHLGYVLTCPSNLGTGLRGGVHVKLAHLSKHPKFEEILTRLRLQKRGTGGVDTAAVGSVFDVSNADRLGSSEVEQVQLVVDGVKLMVEMEKKLEKGQSIDDMIPAQK. The pKi is 2.9. (8) The compound is Cc1ccccc1CNC(=O)[C@H]1N(C(=O)[C@@H](O)[C@H](Cc2ccccc2)NC(=O)c2cccc(O)c2C)CSC1(C)C. The target protein sequence is PQITLWQRPLVTIKIGGQLKEALLDTGADNTVLEEISLPGRWKPKMIGGIGGFIKVRQYDQILIEICGHKVIGTVLVGPTPVNIIGRNLLTQIGCTLNF. The pKi is 9.4. (9) The small molecule is CC(C)=CCC[C@]1(C)C=Cc2c(O)c3c(c(CC=C(C)C)c2O1)O[C@]12C(C[C@@H]4C[C@H]1C(C)(C)O[C@@]2(C/C=C(/C)C(=O)O)C4O)C3=O. The target protein (Q9Y6L6) has sequence MDQNQHLNKTAEAQPSENKKTRYCNGLKMFLAALSLSFIAKTLGAIIMKSSIIHIERRFEISSSLVGFIDGSFEIGNLLVIVFVSYFGSKLHRPKLIGIGCFIMGIGGVLTALPHFFMGYYRYSKETNINSSENSTSTLSTCLINQILSLNRASPEIVGKGCLKESGSYMWIYVFMGNMLRGIGETPIVPLGLSYIDDFAKEGHSSLYLGILNAIAMIGPIIGFTLGSLFSKMYVDIGYVDLSTIRITPTDSRWVGAWWLNFLVSGLFSIISSIPFFFLPQTPNKPQKERKASLSLHVLETNDEKDQTANLTNQGKNITKNVTGFFQSFKSILTNPLYVMFVLLTLLQVSSYIGAFTYVFKYVEQQYGQPSSKANILLGVITIPIFASGMFLGGYIIKKFKLNTVGIAKFSCFTAVMSLSFYLLYFFILCENKSVAGLTMTYDGNNPVTSHRDVPLSYCNSDCNCDESQWEPVCGNNGITYISPCLAGCKSSSGNKKPIV.... The pKi is 6.0.